Dataset: Catalyst prediction with 721,799 reactions and 888 catalyst types from USPTO. Task: Predict which catalyst facilitates the given reaction. (1) Reactant: [CH3:1][O:2][C@@H:3]([C@@H:26]1[CH2:30][CH2:29][CH2:28][N:27]1C(OC(C)(C)C)=O)[C@@H:4]([CH3:25])[C:5]([NH:7][C@@:8]1([C:17]([N:19]2[CH2:24][CH2:23][CH2:22][CH2:21][O:20]2)=[O:18])[CH2:10][C@@H:9]1[C:11]1[CH:16]=[CH:15][CH:14]=[CH:13][CH:12]=1)=[O:6].[F:38][C:39]([F:44])([F:43])[C:40]([OH:42])=[O:41]. Product: [F:38][C:39]([F:44])([F:43])[C:40]([OH:42])=[O:41].[CH3:1][O:2][C@@H:3]([C@@H:26]1[CH2:30][CH2:29][CH2:28][NH:27]1)[C@@H:4]([CH3:25])[C:5]([NH:7][C@@:8]1([C:17]([N:19]2[CH2:24][CH2:23][CH2:22][CH2:21][O:20]2)=[O:18])[CH2:10][C@@H:9]1[C:11]1[CH:16]=[CH:15][CH:14]=[CH:13][CH:12]=1)=[O:6]. The catalyst class is: 4. (2) Reactant: [CH:1]([O:4][C:5](=[O:15])[C:6]1[CH:11]=[CH:10][C:9]([Br:12])=[CH:8][C:7]=1[CH2:13]Br)([CH3:3])[CH3:2].[CH:16]1([NH2:19])[CH2:18][CH2:17]1. Product: [CH:1]([O:4][C:5](=[O:15])[C:6]1[CH:11]=[CH:10][C:9]([Br:12])=[CH:8][C:7]=1[CH2:13][NH:19][CH:16]1[CH2:18][CH2:17]1)([CH3:3])[CH3:2]. The catalyst class is: 10. (3) Reactant: [Br:1][C:2]1[CH:3]=[C:4]([C:8]2[CH:16]=[CH:15][CH:14]=[C:13]3[C:9]=2[CH2:10][C:11](=[O:17])[NH:12]3)[CH:5]=[CH:6][CH:7]=1.[N:18]1([CH2:23][CH2:24][NH:25][C:26]([C:28]2[CH:32]=[C:31]([CH3:33])[NH:30][C:29]=2[CH:34]=O)=[O:27])[CH:22]=[CH:21][N:20]=[N:19]1. Product: [N:18]1([CH2:23][CH2:24][NH:25][C:26]([C:28]2[CH:32]=[C:31]([CH3:33])[NH:30][C:29]=2[CH:34]=[C:10]2[C:9]3[C:13](=[CH:14][CH:15]=[CH:16][C:8]=3[C:4]3[CH:5]=[CH:6][CH:7]=[C:2]([Br:1])[CH:3]=3)[NH:12][C:11]2=[O:17])=[O:27])[CH:22]=[CH:21][N:20]=[N:19]1. The catalyst class is: 360. (4) Reactant: Br.[CH2:2]([C:4]1[N:5]=[C:6]([C@@H:9]([NH2:20])[CH2:10][C:11]2[CH:16]=[CH:15][C:14]([N+:17]([O-:19])=[O:18])=[CH:13][CH:12]=2)[S:7][CH:8]=1)[CH3:3].[C:21]1([C:27]([C:32]2[CH:37]=[CH:36][CH:35]=[CH:34][CH:33]=2)(C)[C:28]([OH:30])=O)[CH:26]=[CH:25][CH:24]=[CH:23][CH:22]=1.ON1C2C=CC=C[C:42]=2N=N1.CN(C)CCCN=C=NCC.C(N(CC)CC)C. Product: [CH2:2]([C:4]1[N:5]=[C:6]([CH:9]([NH:20][C:28](=[O:30])[C@H:27]([C:32]2[CH:33]=[CH:34][CH:35]=[CH:36][CH:37]=2)[CH2:21][C:26]2[CH:42]=[CH:22][CH:23]=[CH:24][CH:25]=2)[CH2:10][C:11]2[CH:16]=[CH:15][C:14]([N+:17]([O-:19])=[O:18])=[CH:13][CH:12]=2)[S:7][CH:8]=1)[CH3:3]. The catalyst class is: 18. (5) Reactant: Cl[C:2]1[N:7]=[C:6]([C:8]#[N:9])[CH:5]=[CH:4][N:3]=1.C(=O)([O-])[O-].[K+].[K+].[NH:16]1[CH2:21][CH2:20][NH:19][CH2:18][CH2:17]1. Product: [N:16]1([C:2]2[N:7]=[C:6]([C:8]#[N:9])[CH:5]=[CH:4][N:3]=2)[CH2:21][CH2:20][NH:19][CH2:18][CH2:17]1. The catalyst class is: 3.